Dataset: Forward reaction prediction with 1.9M reactions from USPTO patents (1976-2016). Task: Predict the product of the given reaction. Given the reactants Cl[CH2:2][C:3]1[S:7][C:6]([C:8]2[NH:9][C:10]3[C:15]([CH:16]=2)=[CH:14][CH:13]=[CH:12][C:11]=3[N:17]([CH2:26][CH:27]2[CH2:29][CH2:28]2)[S:18]([C:21]2[S:22][CH:23]=[CH:24][CH:25]=2)(=[O:20])=[O:19])=[N:5][CH:4]=1.C(N(CC)CC)C.[C:37]([N:40]1[CH2:45][CH2:44][NH:43][CH2:42][CH2:41]1)(=[O:39])[CH3:38].CN(C)C=O, predict the reaction product. The product is: [C:37]([N:40]1[CH2:45][CH2:44][N:43]([CH2:2][C:3]2[S:7][C:6]([C:8]3[NH:9][C:10]4[C:15]([CH:16]=3)=[CH:14][CH:13]=[CH:12][C:11]=4[N:17]([CH2:26][CH:27]3[CH2:29][CH2:28]3)[S:18]([C:21]3[S:22][CH:23]=[CH:24][CH:25]=3)(=[O:20])=[O:19])=[N:5][CH:4]=2)[CH2:42][CH2:41]1)(=[O:39])[CH3:38].